Dataset: Forward reaction prediction with 1.9M reactions from USPTO patents (1976-2016). Task: Predict the product of the given reaction. (1) Given the reactants [NH:1]1[C:9]2[C:4](=[CH:5][CH:6]=[CH:7][CH:8]=2)[C:3]([C:10]([OH:12])=[O:11])=[CH:2]1.[Na].O, predict the reaction product. The product is: [NH:1]1[C:9]2[C:4](=[CH:5][CH:6]=[CH:7][CH:8]=2)[CH:3]([C:10]([OH:12])=[O:11])[CH2:2]1. (2) Given the reactants [CH2:1]([C:3]1[CH:4]=[C:5]([CH:7]=[CH:8][CH:9]=1)[NH2:6])[CH3:2].[CH3:10][C:11](OC(C)=O)=[O:12], predict the reaction product. The product is: [CH2:1]([C:3]1[CH:4]=[C:5]([NH:6][C:11](=[O:12])[CH3:10])[CH:7]=[CH:8][CH:9]=1)[CH3:2].